From a dataset of HIV replication inhibition screening data with 41,000+ compounds from the AIDS Antiviral Screen. Binary Classification. Given a drug SMILES string, predict its activity (active/inactive) in a high-throughput screening assay against a specified biological target. (1) The compound is N#Cc1cnc2nc1NCCCCCCC2. The result is 0 (inactive). (2) The compound is COC1=CC(=O)c2nc(C)ccc2C1=O. The result is 0 (inactive). (3) The compound is COC(=O)C1C2NC(=S)NC1(C)Oc1ccccc12. The result is 0 (inactive). (4) The compound is O=C1CCC2(c3ccc(F)cc3)Nc3ncncc3N12. The result is 0 (inactive). (5) The molecule is CC(=O)NNc1nc(C)c(C(=O)NNC(=O)C(=O)Nc2ccc(Cl)cc2)s1. The result is 0 (inactive). (6) The molecule is O=C1C(=Cc2cccc(Oc3ccccc3)c2)SC(c2ccccc2)N1c1cccc(Cl)c1. The result is 0 (inactive). (7) The drug is COc1ccc(C2OCC3OC(OCc4ccccc4)C(O)C(O)C3O2)cc1. The result is 0 (inactive).